This data is from Retrosynthesis with 50K atom-mapped reactions and 10 reaction types from USPTO. The task is: Predict the reactants needed to synthesize the given product. (1) Given the product CCCCOc1cc(CCC(=O)O)ccc1-c1cccc(CN(C)C(=O)c2cccc(OC)c2)c1, predict the reactants needed to synthesize it. The reactants are: CCCCOc1cc(CCC(=O)OC)ccc1-c1cccc(CN(C)C(=O)c2cccc(OC)c2)c1. (2) Given the product c1ccc(-c2nc(-c3ccccc3OCCCCn3ccnc3)cs2)cc1, predict the reactants needed to synthesize it. The reactants are: ClCCCCOc1ccccc1-c1csc(-c2ccccc2)n1.c1c[nH]cn1. (3) The reactants are: CC(C)(C)OC(=O)Nc1cccc(CNC(=O)c2cccc([N+](=O)[O-])c2)c1. Given the product Nc1cccc(CNC(=O)c2cccc([N+](=O)[O-])c2)c1, predict the reactants needed to synthesize it. (4) Given the product COCCC#Cc1cccc(CCCNC(=O)OC(C)(C)C)c1, predict the reactants needed to synthesize it. The reactants are: C#CCCOC.CC(C)(C)OC(=O)NCCCc1cccc(Br)c1. (5) Given the product CCC(O)(CC)COc1ccc(C(CC)(CC)c2cc(C)c(C(=O)NCC(=O)OC)s2)cc1C, predict the reactants needed to synthesize it. The reactants are: CCC(O)(CC)COc1ccc(C(CC)(CC)c2cc(C)c(C(=O)O)s2)cc1C.COC(=O)CN. (6) Given the product CCN1CCP(=O)(c2ccc(Nc3nnc(Cl)c(Nc4ccccc4S(=O)(=O)C(C)C)n3)c(OC)c2)CC1, predict the reactants needed to synthesize it. The reactants are: CC(C)S(=O)(=O)c1ccccc1Nc1nc(Cl)nnc1Cl.CCN1CCP(=O)(c2ccc(N)c(OC)c2)CC1. (7) Given the product CC1CN(c2ccc([N+](=O)[O-])cc2F)CCN1, predict the reactants needed to synthesize it. The reactants are: CC1CNCCN1.O=[N+]([O-])c1ccc(F)c(F)c1. (8) Given the product CC(C)(C)OC(=O)N1CCN(c2cccc(Cl)c2)C(=O)C1C(O)c1cncn1Cc1ccc(C#N)cc1, predict the reactants needed to synthesize it. The reactants are: CC(C)(C)OC(=O)N1CCN(c2cccc(Cl)c2)C(=O)C1.N#Cc1ccc(Cn2cncc2C=O)cc1.